Dataset: Peptide-MHC class I binding affinity with 185,985 pairs from IEDB/IMGT. Task: Regression. Given a peptide amino acid sequence and an MHC pseudo amino acid sequence, predict their binding affinity value. This is MHC class I binding data. The peptide sequence is LRPNGKKK. The binding affinity (normalized) is 0.0708. The MHC is Mamu-B03 with pseudo-sequence Mamu-B03.